This data is from Forward reaction prediction with 1.9M reactions from USPTO patents (1976-2016). The task is: Predict the product of the given reaction. (1) Given the reactants [Cl:1][C:2]1[CH:3]=[CH:4][C:5]([C:25]#[N:26])=[C:6]([C:8]2[C:13]([O:14][CH3:15])=[CH:12][N:11]([CH2:16][C:17]([O:19][C:20]([CH3:23])([CH3:22])[CH3:21])=[O:18])[C:10](=[O:24])[CH:9]=2)[CH:7]=1.FC(F)(F)S(O[CH2:33][CH:34]([O:37][CH3:38])[CH2:35][CH3:36])(=O)=O, predict the reaction product. The product is: [Cl:1][C:2]1[CH:3]=[CH:4][C:5]([C:25]#[N:26])=[C:6]([C:8]2[C:13]([O:14][CH3:15])=[CH:12][N:11]([CH:16]([CH2:33][CH:34]([O:37][CH3:38])[CH2:35][CH3:36])[C:17]([O:19][C:20]([CH3:21])([CH3:22])[CH3:23])=[O:18])[C:10](=[O:24])[CH:9]=2)[CH:7]=1. (2) The product is: [Br:1][C:2]1[CH:3]=[CH:4][C:5]([N:8]2[CH:12]=[C:11]([CH:13]=[N:16][OH:17])[N:10]=[CH:9]2)=[N:6][CH:7]=1. Given the reactants [Br:1][C:2]1[CH:3]=[CH:4][C:5]([N:8]2[CH:12]=[C:11]([CH:13]=O)[N:10]=[CH:9]2)=[N:6][CH:7]=1.Cl.[NH2:16][OH:17], predict the reaction product. (3) Given the reactants [S:1]([N:11]1[CH2:16][CH2:15][N:14]2[CH:17]=[CH:18][CH:19]=[C:13]2[CH:12]1[CH2:20][C:21](O)=[O:22])([C:4]1[CH:10]=[CH:9][C:7]([CH3:8])=[CH:6][CH:5]=1)(=[O:3])=[O:2].CCN(C(C)C)C(C)C.CN(C(ON1N=NC2C=CC=NC1=2)=[N+](C)C)C.F[P-](F)(F)(F)(F)F.[C:57]([NH:61][CH2:62][C:63]1[CH:64]=[C:65]2[C:70](=[CH:71][CH:72]=1)[C@H:69]([NH2:73])[CH2:68][CH2:67][CH2:66]2)([CH3:60])([CH3:59])[CH3:58], predict the reaction product. The product is: [C:57]([NH:61][CH2:62][C:63]1[CH:64]=[C:65]2[C:70](=[CH:71][CH:72]=1)[C@H:69]([NH:73][C:21](=[O:22])[CH2:20][CH:12]1[N:11]([S:1]([C:4]3[CH:5]=[CH:6][C:7]([CH3:8])=[CH:9][CH:10]=3)(=[O:2])=[O:3])[CH2:16][CH2:15][N:14]3[CH:17]=[CH:18][CH:19]=[C:13]13)[CH2:68][CH2:67][CH2:66]2)([CH3:60])([CH3:58])[CH3:59]. (4) Given the reactants [Cl:1][C:2]1[CH:18]=[CH:17][C:5]([C:6]([C:8]2[CH:16]=[CH:15][CH:14]=[CH:13][C:9]=2[C:10]([OH:12])=[O:11])=O)=[CH:4][C:3]=1[N+:19]([O-:21])=[O:20].N1C=CC=CC=1.N1C(F)=NC(F)=NC=1[F:30].O, predict the reaction product. The product is: [Cl:1][C:2]1[CH:18]=[CH:17][C:5]([C:6]2([F:30])[C:8]3[CH:16]=[CH:15][CH:14]=[CH:13][C:9]=3[C:10](=[O:12])[O:11]2)=[CH:4][C:3]=1[N+:19]([O-:21])=[O:20].